Dataset: Reaction yield outcomes from USPTO patents with 853,638 reactions. Task: Predict the reaction yield, written as a fraction of the theoretical maximum amount of product (1.0 means a 100% yield; for example, 0.34 means a 34% yield). (1) The reactants are [CH2:1]([C@@:4]1([C:26]2[CH:31]=[CH:30][C:29]([F:32])=[CH:28][CH:27]=2)[O:9][C:8](=[O:10])[N:7]([C@H:11]([C:13]2[CH:18]=[CH:17][C:16]([C:19]3[C:20](=[O:25])[NH:21][CH:22]=[CH:23][CH:24]=3)=[CH:15][CH:14]=2)[CH3:12])[CH2:6][CH2:5]1)[CH:2]=[CH2:3].[H-].[Na+].I[CH3:36]. The catalyst is CN(C=O)C. The product is [CH2:1]([C@@:4]1([C:26]2[CH:31]=[CH:30][C:29]([F:32])=[CH:28][CH:27]=2)[O:9][C:8](=[O:10])[N:7]([C@H:11]([C:13]2[CH:14]=[CH:15][C:16]([C:19]3[C:20](=[O:25])[N:21]([CH3:36])[CH:22]=[CH:23][CH:24]=3)=[CH:17][CH:18]=2)[CH3:12])[CH2:6][CH2:5]1)[CH:2]=[CH2:3]. The yield is 0.830. (2) The yield is 0.290. The product is [C:14]([NH:13][C:11]([C:10]1[C:4]2[C:5](=[N:6][CH:7]=[C:2]([N:27]([CH3:26])[C:28]3[CH:29]=[N:30][CH:31]=[CH:32][CH:33]=3)[N:3]=2)[N:8]([CH2:18][O:19][CH2:20][CH2:21][Si:22]([CH3:25])([CH3:24])[CH3:23])[CH:9]=1)=[O:12])([CH3:17])([CH3:16])[CH3:15]. The reactants are Br[C:2]1[N:3]=[C:4]2[C:10]([C:11]([NH:13][C:14]([CH3:17])([CH3:16])[CH3:15])=[O:12])=[CH:9][N:8]([CH2:18][O:19][CH2:20][CH2:21][Si:22]([CH3:25])([CH3:24])[CH3:23])[C:5]2=[N:6][CH:7]=1.[CH3:26][NH:27][C:28]1[CH:29]=[N:30][CH:31]=[CH:32][CH:33]=1.CC1(C)C2C(=C(P(C3C=CC=CC=3)C3C=CC=CC=3)C=CC=2)OC2C(P(C3C=CC=CC=3)C3C=CC=CC=3)=CC=CC1=2.C(=O)([O-])[O-].[Cs+].[Cs+]. The catalyst is O1CCOCC1.C1C=CC(/C=C/C(/C=C/C2C=CC=CC=2)=O)=CC=1.C1C=CC(/C=C/C(/C=C/C2C=CC=CC=2)=O)=CC=1.C1C=CC(/C=C/C(/C=C/C2C=CC=CC=2)=O)=CC=1.[Pd].[Pd]. (3) The reactants are C([N:8]1[CH:12]=[CH:11][N:10]=[C:9]1[CH:13]1[C:18]2=[N:19][NH:20][C:21](=[O:26])[C:22]3[CH:23]=[CH:24][CH:25]=[C:16]([C:17]=32)[NH:15][CH:14]1[C:27]1[CH:32]=[CH:31][CH:30]=[CH:29][CH:28]=1)C1C=CC=CC=1. The catalyst is [OH-].[OH-].[Pd+2].CO. The product is [NH:10]1[CH:11]=[CH:12][N:8]=[C:9]1[CH:13]1[C:18]2=[N:19][NH:20][C:21](=[O:26])[C:22]3[CH:23]=[CH:24][CH:25]=[C:16]([C:17]=32)[NH:15][CH:14]1[C:27]1[CH:32]=[CH:31][CH:30]=[CH:29][CH:28]=1. The yield is 0.720. (4) The reactants are [CH3:1][S:2](Cl)(=[O:4])=[O:3].[CH2:6]([O:8][C:9]1[C:10]([CH2:33][N:34]2[CH2:39][CH2:38][CH2:37][CH2:36][CH2:35]2)=[C:11]2[C:16](=[C:17]3[CH2:21][C:20]([CH3:23])([CH3:22])[O:19][C:18]=13)[C:15]([C:24]1[CH:25]=[C:26]([NH2:30])[CH:27]=[CH:28][CH:29]=1)=[N:14][C:13]([CH3:32])([CH3:31])[CH2:12]2)[CH3:7].C(=O)([O-])O.[Na+]. The catalyst is N1C=CC=CC=1. The product is [CH2:6]([O:8][C:9]1[C:10]([CH2:33][N:34]2[CH2:35][CH2:36][CH2:37][CH2:38][CH2:39]2)=[C:11]2[C:16](=[C:17]3[CH2:21][C:20]([CH3:22])([CH3:23])[O:19][C:18]=13)[C:15]([C:24]1[CH:25]=[C:26]([NH:30][S:2]([CH3:1])(=[O:4])=[O:3])[CH:27]=[CH:28][CH:29]=1)=[N:14][C:13]([CH3:32])([CH3:31])[CH2:12]2)[CH3:7]. The yield is 0.630. (5) The reactants are [N:1]1[CH:2]=[CH:3][N:4]2[C:9]=1[CH:8]=[CH:7][C:6]([O:10][C:11]1[CH:12]=[C:13]([CH:15]=[CH:16][CH:17]=1)[NH2:14])=[N:5]2.C(N(CC)CC)C.[F:25][C:26]([F:37])([F:36])[C:27]1[CH:32]=[CH:31][C:30]([N:33]=[C:34]=[O:35])=[CH:29][CH:28]=1. The catalyst is O1CCCC1. The product is [N:1]1[CH:2]=[CH:3][N:4]2[C:9]=1[CH:8]=[CH:7][C:6]([O:10][C:11]1[CH:12]=[C:13]([NH:14][C:34]([NH:33][C:30]3[CH:29]=[CH:28][C:27]([C:26]([F:25])([F:36])[F:37])=[CH:32][CH:31]=3)=[O:35])[CH:15]=[CH:16][CH:17]=1)=[N:5]2. The yield is 0.500. (6) The reactants are Br[C:2]1[CH:3]=[CH:4][C:5]([Cl:8])=[N:6][CH:7]=1.[O:9]=[C:10]1[C@@H:17]2[C@@H:13]([CH2:14][N:15]([C:18]([O:20][C:21]([CH3:24])([CH3:23])[CH3:22])=[O:19])[CH2:16]2)[CH2:12][CH2:11]1. No catalyst specified. The product is [C:21]([O:20][C:18]([N:15]1[CH2:16][C@@H:17]2[C:10]([OH:9])([C:2]3[CH:7]=[N:6][C:5]([Cl:8])=[CH:4][CH:3]=3)[CH2:11][CH2:12][C@@H:13]2[CH2:14]1)=[O:19])([CH3:24])([CH3:22])[CH3:23]. The yield is 0.510. (7) The reactants are [Li]CCCC.[CH3:6][N:7]1[C:11]([CH3:12])=[N:10][N:9]=[C:8]1[C:13]1[CH:18]=[CH:17][N:16]=[CH:15][CH:14]=1.Br[CH:20]([C:22]1[N:26]=[C:25]([C:27]2[CH:32]=[CH:31][CH:30]=[C:29]([Cl:33])[CH:28]=2)[O:24][N:23]=1)[CH3:21]. The catalyst is C1COCC1. The product is [Cl:33][C:29]1[CH:28]=[C:27]([C:25]2[O:24][N:23]=[C:22]([CH:20]([CH3:21])[CH2:12][C:11]3[N:7]([CH3:6])[C:8]([C:13]4[CH:18]=[CH:17][N:16]=[CH:15][CH:14]=4)=[N:9][N:10]=3)[N:26]=2)[CH:32]=[CH:31][CH:30]=1. The yield is 0.100. (8) The reactants are [Si]([O:8][C:9]1[CH:10]=[C:11]([NH:16][C:17](=[O:23])[O:18][C:19]([CH3:22])([CH3:21])[CH3:20])[CH:12]=[CH:13][C:14]=1[Cl:15])(C(C)(C)C)(C)C.[Li]C(C)(C)C.C[CH2:30][O:31]CC.C(#N)C.C(=O)=O. The catalyst is CN(C=O)C. The product is [Cl:15][C:14]1[C:9]([OH:8])=[CH:10][C:11]([NH:16][C:17](=[O:23])[O:18][C:19]([CH3:20])([CH3:21])[CH3:22])=[C:12]([CH:30]=[O:31])[CH:13]=1. The yield is 0.630.